The task is: Predict the reactants needed to synthesize the given product.. This data is from Full USPTO retrosynthesis dataset with 1.9M reactions from patents (1976-2016). (1) Given the product [N+:1]([C:4]1[CH:5]=[CH:6][C:7]([O:10][C:11]2[CH:16]=[CH:15][C:14]([CH2:17][CH2:18][CH2:19][C:20]([O:22][CH2:23][CH3:24])=[O:21])=[CH:13][CH:12]=2)=[N:8][CH:9]=1)([O-:3])=[O:2], predict the reactants needed to synthesize it. The reactants are: [N+:1]([C:4]1[CH:5]=[CH:6][C:7]([O:10][C:11]2[CH:16]=[CH:15][C:14]([CH2:17][CH2:18][CH2:19][C:20]([OH:22])=[O:21])=[CH:13][CH:12]=2)=[N:8][CH:9]=1)([O-:3])=[O:2].[CH2:23](O)[CH3:24].C(N(CC)CC)C.Cl.C(N=C=NCCCN(C)C)C. (2) Given the product [O:4]1[CH2:5][CH:6]([C:8]2[C:16]3[S:15][C:14]([NH:17][C:21]([N:37]4[CH2:38][CH2:39][C:34]5([O:33][CH2:32][CH2:31][O:30]5)[CH2:35][CH2:36]4)=[O:22])=[N:13][C:12]=3[C:11]([O:18][CH3:19])=[CH:10][CH:9]=2)[CH2:7][O:1][CH2:2][CH2:3]1, predict the reactants needed to synthesize it. The reactants are: [O:1]1[CH2:7][CH:6]([C:8]2[C:16]3[S:15][C:14]([NH2:17])=[N:13][C:12]=3[C:11]([O:18][CH3:19])=[CH:10][CH:9]=2)[CH2:5][O:4][CH2:3][CH2:2]1.Cl[C:21](OC1C=CC=CC=1)=[O:22].[O:30]1[C:34]2([CH2:39][CH2:38][NH:37][CH2:36][CH2:35]2)[O:33][CH2:32][CH2:31]1.